Dataset: Reaction yield outcomes from USPTO patents with 853,638 reactions. Task: Predict the reaction yield, written as a fraction of the theoretical maximum amount of product (1.0 means a 100% yield; for example, 0.34 means a 34% yield). (1) The reactants are [NH2:1][C:2]1[N:7]=[CH:6][N:5]=[C:4]2[N:8]([CH:14]([C:16]3[C:17]([O:35][CH3:36])=[C:18]([CH:24]4[CH2:27][N:26](C(OC(C)(C)C)=O)[CH2:25]4)[C:19]([CH3:23])=[C:20]([Cl:22])[CH:21]=3)[CH3:15])[N:9]=[C:10]([CH:11]([F:13])[F:12])[C:3]=12.[ClH:37].O1CCOCC1. The catalyst is ClCCl. The product is [ClH:22].[ClH:37].[NH:26]1[CH2:25][CH:24]([C:18]2[C:17]([O:35][CH3:36])=[C:16]([CH:14]([N:8]3[C:4]4=[N:5][CH:6]=[N:7][C:2]([NH2:1])=[C:3]4[C:10]([CH:11]([F:12])[F:13])=[N:9]3)[CH3:15])[CH:21]=[C:20]([Cl:22])[C:19]=2[CH3:23])[CH2:27]1. The yield is 1.00. (2) The reactants are [CH3:1][O:2][C:3](=[O:28])[C:4]1[CH:9]=[CH:8][C:7](/[CH:10]=[CH:11]/[C:12]2[C:21]([CH2:22]Br)=[CH:20][C:19]3[C:18]([CH3:25])([CH3:24])[CH2:17][CH2:16][C:15]([CH3:27])([CH3:26])[C:14]=3[CH:13]=2)=[CH:6][CH:5]=1.C(=O)([O-])[O-].[K+].[K+].[CH2:35]([SH:39])[CH2:36][CH2:37][CH3:38]. The catalyst is CN(C)C=O.O. The product is [CH3:1][O:2][C:3](=[O:28])[C:4]1[CH:9]=[CH:8][C:7](/[CH:10]=[CH:11]/[C:12]2[C:21]([CH2:22][S:39][CH2:35][CH2:36][CH2:37][CH3:38])=[CH:20][C:19]3[C:18]([CH3:25])([CH3:24])[CH2:17][CH2:16][C:15]([CH3:27])([CH3:26])[C:14]=3[CH:13]=2)=[CH:6][CH:5]=1. The yield is 0.580. (3) The yield is 0.700. The reactants are [CH:1]([C:3]1[CH:4]=[CH:5][C:6]([N:11]2[CH:15]=[N:14][C:13]([N+:16]([O-:18])=[O:17])=[N:12]2)=[C:7]([CH:10]=1)[C:8]#[N:9])=O.[C:19]([O-])([O-])=O.[K+].[K+]. The product is [N+:16]([C:13]1[N:14]=[CH:15][N:11]([C:6]2[CH:5]=[CH:4][C:3]([CH:1]=[CH2:19])=[CH:10][C:7]=2[C:8]#[N:9])[N:12]=1)([O-:18])=[O:17]. The catalyst is O1CCOCC1.[Br-].C[P+](C1C=CC=CC=1)(C1C=CC=CC=1)C1C=CC=CC=1. (4) The product is [CH3:15][C:12]([O:11][C:9]([N:7]1[CH2:6][C@H:5]2[C@H:4]([CH2:3][CH:2]([OH:1])[CH2:16]2)[CH2:8]1)=[O:10])([CH3:13])[CH3:14]. The reactants are [O:1]=[C:2]1[CH2:16][C@@H:5]2[CH2:6][N:7]([C:9]([O:11][C:12]([CH3:15])([CH3:14])[CH3:13])=[O:10])[CH2:8][C@@H:4]2[CH2:3]1.[BH4-].[Na+]. The catalyst is CO. The yield is 1.00.